Task: Predict the product of the given reaction.. Dataset: Forward reaction prediction with 1.9M reactions from USPTO patents (1976-2016) (1) Given the reactants [Cl:1][C:2]1[CH:3]=[C:4]([C:8]([C:13]2[NH:21][C:16]3=[N:17][CH:18]=[CH:19][CH:20]=[C:15]3[CH:14]=2)=[CH:9][CH:10]([CH3:12])[CH3:11])[CH:5]=[CH:6][CH:7]=1, predict the reaction product. The product is: [Cl:1][C:2]1[CH:3]=[C:4]([CH:8]([C:13]2[NH:21][C:16]3=[N:17][CH:18]=[CH:19][CH:20]=[C:15]3[CH:14]=2)[CH2:9][CH:10]([CH3:12])[CH3:11])[CH:5]=[CH:6][CH:7]=1. (2) The product is: [CH:23](=[N:21][N:20]([C:14]1[CH:15]=[CH:16][C:17]([O:18][CH3:19])=[CH:12][CH:13]=1)[C:6](=[O:7])[C:5]1[CH:9]=[CH:10][C:2]([F:1])=[CH:3][CH:4]=1)[CH3:24]. Given the reactants [F:1][C:2]1[CH:10]=[CH:9][C:5]([C:6](Cl)=[O:7])=[CH:4][CH:3]=1.Cl[C:12]1[CH:13]=[C:14]([NH:20][NH2:21])[CH:15]=[CH:16][C:17]=1[O:18][CH3:19].N1C=CC=[CH:24][CH:23]=1, predict the reaction product. (3) Given the reactants [Cl:1][C:2]1[CH:3]=[C:4]([CH:8]=[CH:9][CH:10]=1)[C:5]([OH:7])=[O:6].[OH-].[Na+].Cl[C:14]([O:16][CH:17]([CH2:19][CH3:20])[CH3:18])=[O:15], predict the reaction product. The product is: [C:14](=[O:15])([O:16][CH:17]([CH3:18])[CH2:19][CH3:20])[O:6][C:5](=[O:7])[C:4]1[CH:8]=[CH:9][CH:10]=[C:2]([Cl:1])[CH:3]=1. (4) Given the reactants [CH3:1][I:2].[NH:3]1[C:12]2[C:7](=[CH:8][CH:9]=[CH:10][CH:11]=2)[CH2:6][NH:5][C:4]1=[S:13], predict the reaction product. The product is: [IH:2].[CH3:1][S:13][C:4]1[NH:5][CH2:6][C:7]2[C:12](=[CH:11][CH:10]=[CH:9][CH:8]=2)[N:3]=1. (5) Given the reactants [N+:1]([C:4]1[CH:14]=[C:13]2[C:7]([CH2:8][CH2:9][CH:10]3[O:12][CH:11]32)=[CH:6][CH:5]=1)([O-:3])=[O:2], predict the reaction product. The product is: [N+:1]([C:4]1[CH:14]=[C:13]2[C:7]([CH2:8][CH2:9][C:10](=[O:12])[CH2:11]2)=[CH:6][CH:5]=1)([O-:3])=[O:2]. (6) Given the reactants C(OC([NH:8][CH2:9][CH2:10][CH2:11][N:12]1[C:21]2[C:22]3[CH:23]=[CH:24][CH:25]=[CH:26][C:27]=3[C:28](=[O:29])[C:20]=2[C:19]2[C:14](=[CH:15][C:16]([NH:30][C:31](=[O:40])[CH2:32][CH2:33][CH2:34][CH2:35][C:36]([O:38][CH3:39])=[O:37])=[CH:17][CH:18]=2)[C:13]1=[O:41])=O)(C)(C)C.FC(F)(F)C(O)=O, predict the reaction product. The product is: [NH2:8][CH2:9][CH2:10][CH2:11][N:12]1[C:21]2[C:22]3[CH:23]=[CH:24][CH:25]=[CH:26][C:27]=3[C:28](=[O:29])[C:20]=2[C:19]2[C:14](=[CH:15][C:16]([NH:30][C:31](=[O:40])[CH2:32][CH2:33][CH2:34][CH2:35][C:36]([O:38][CH3:39])=[O:37])=[CH:17][CH:18]=2)[C:13]1=[O:41]. (7) Given the reactants [CH2:1]([NH:3][C:4](=[O:19])[CH:5]([C:7]1[CH:12]=[CH:11][C:10]([CH:13]2[CH2:18][CH2:17][NH:16][CH2:15][CH2:14]2)=[CH:9][CH:8]=1)[CH3:6])[CH3:2].Br[C:21]1[CH:26]=[CH:25][C:24]([O:27][CH2:28][CH3:29])=[CH:23][CH:22]=1.C(P(C(C)(C)C)C1C=CC=CC=1C1C=CC=CC=1)(C)(C)C, predict the reaction product. The product is: [CH2:28]([O:27][C:24]1[CH:25]=[CH:26][C:21]([N:16]2[CH2:17][CH2:18][CH:13]([C:10]3[CH:11]=[CH:12][C:7]([CH:5]([CH3:6])[C:4]([NH:3][CH2:1][CH3:2])=[O:19])=[CH:8][CH:9]=3)[CH2:14][CH2:15]2)=[CH:22][CH:23]=1)[CH3:29]. (8) Given the reactants CSC.[F:4][C:5]1[CH:6]=[C:7]([Mg]Br)[CH:8]=[CH:9][CH:10]=1.[Cl:13][C:14]1[CH:19]=[CH:18][C:17](/[CH:20]=[CH:21]/[C:22]([N:24]2[C@@H:28]([C:29]3[CH:34]=[CH:33][CH:32]=[CH:31][CH:30]=3)[CH2:27][O:26][C:25]2=[O:35])=[O:23])=[CH:16][CH:15]=1, predict the reaction product. The product is: [Cl:13][C:14]1[CH:15]=[CH:16][C:17]([C@@H:20]([C:7]2[CH:8]=[CH:9][CH:10]=[C:5]([F:4])[CH:6]=2)[CH2:21][C:22]([N:24]2[C@@H:28]([C:29]3[CH:30]=[CH:31][CH:32]=[CH:33][CH:34]=3)[CH2:27][O:26][C:25]2=[O:35])=[O:23])=[CH:18][CH:19]=1. (9) The product is: [CH2:13]([C:15]1[CH:30]=[C:29]([C:31]2[N:35]=[C:34]([C:36]3[S:37][C:38]([CH:43]=[O:44])=[C:39]([CH2:40][CH3:41])[CH:42]=3)[O:33][N:32]=2)[CH:28]=[C:27]([CH3:45])[C:16]=1[O:17][CH2:18][C@@H:19]([OH:26])[CH2:20][NH:21][C:22](=[O:25])[CH2:23][OH:24])[CH3:14]. Given the reactants C(C1C=C(C(O)=O)SC=1C=O)C.[CH2:13]([C:15]1[CH:30]=[C:29]([C:31]2[N:35]=[C:34]([C:36]3[S:37][C:38]([CH:43]=[O:44])=[C:39]([CH3:42])[C:40]=3[CH3:41])[O:33][N:32]=2)[CH:28]=[C:27]([CH3:45])[C:16]=1[O:17][CH2:18][C@@H:19]([OH:26])[CH2:20][NH:21][C:22](=[O:25])[CH2:23][OH:24])[CH3:14], predict the reaction product.